From a dataset of Forward reaction prediction with 1.9M reactions from USPTO patents (1976-2016). Predict the product of the given reaction. (1) The product is: [Cl:29][C:25]1[CH:24]=[C:23]([CH2:22][CH2:21][C@H:9]2[CH2:10][NH:11][CH2:12][CH2:13][NH:8]2)[CH:28]=[CH:27][CH:26]=1. Given the reactants C([N:8]1[CH2:13][CH2:12][N:11](CC2C=CC=CC=2)[CH2:10][C@@H:9]1[CH2:21][CH2:22][C:23]1[CH:28]=[CH:27][CH:26]=[C:25]([Cl:29])[CH:24]=1)C1C=CC=CC=1.ClC(OC(Cl)C)=O, predict the reaction product. (2) The product is: [N:1]1[C:10]2[C:5](=[CH:6][C:7]([NH:11][C:12]([NH:14][C:15]3[CH:16]=[CH:17][C:18]([O:19][C:20]4[CH:25]=[CH:24][N:23]=[C:22]([C:26]5[S:28][C:39](=[S:41])[NH:32][N:27]=5)[CH:21]=4)=[CH:29][CH:30]=3)=[O:13])=[CH:8][CH:9]=2)[CH:4]=[CH:3][CH:2]=1. Given the reactants [N:1]1[C:10]2[C:5](=[CH:6][C:7]([NH:11][C:12]([NH:14][C:15]3[CH:30]=[CH:29][C:18]([O:19][C:20]4[CH:25]=[CH:24][N:23]=[C:22]([C:26](=[S:28])[NH2:27])[CH:21]=4)=[CH:17][CH:16]=3)=[O:13])=[CH:8][CH:9]=2)[CH:4]=[CH:3][CH:2]=1.O.[NH2:32]N.C(OCC)C.[C:39](=[S:41])=S, predict the reaction product. (3) Given the reactants Br[C:2]1[N:6]2[CH:7]=[C:8]([F:12])[C:9]([CH3:11])=[N:10][C:5]2=[N:4][CH:3]=1.[F:13][C:14]1[CH:19]=[CH:18][C:17](B2OC(C)(C)C(C)(C)O2)=[CH:16][C:15]=1[C:29]1[C:30]([C:35]#[N:36])=[CH:31][CH:32]=[CH:33][CH:34]=1, predict the reaction product. The product is: [F:13][C:14]1[CH:19]=[CH:18][C:17]([C:2]2[N:6]3[CH:7]=[C:8]([F:12])[C:9]([CH3:11])=[N:10][C:5]3=[N:4][CH:3]=2)=[CH:16][C:15]=1[C:29]1[C:30]([C:35]#[N:36])=[CH:31][CH:32]=[CH:33][CH:34]=1. (4) Given the reactants CC(NCC(O)C1C=CC(O)=C(CO)C=1)(C)C.OS(O)(=O)=O.[CH3:23][CH2:24][CH2:25][CH2:26][CH2:27][CH2:28][CH2:29][CH2:30][CH2:31][CH2:32][CH2:33][CH2:34][CH2:35][CH2:36][CH2:37][CH2:38][CH2:39][C:40]([O:42][CH2:43][C@@H:44]([O:57][C:58]([CH2:60][CH2:61][CH2:62][CH2:63][CH2:64][CH2:65][CH2:66][CH2:67][CH2:68][CH2:69][CH2:70][CH2:71][CH2:72][CH2:73][CH2:74][CH2:75][CH3:76])=[O:59])[CH2:45][O:46][P:47]([O:50][CH2:51][CH2:52][N+:53]([CH3:56])([CH3:55])[CH3:54])([O-:49])=[O:48])=[O:41].[CH3:77][CH2:78][CH2:79][CH2:80][CH2:81][CH2:82][CH2:83][CH2:84][CH2:85][CH2:86][CH2:87][CH2:88][CH2:89][CH2:90][CH2:91][C:92]([O:94][CH2:95][C@@H:96]([O:109][C:110]([CH2:112][CH2:113][CH2:114][CH2:115][CH2:116][CH2:117][CH2:118][CH2:119][CH2:120][CH2:121][CH2:122][CH2:123][CH2:124][CH2:125][CH3:126])=[O:111])[CH2:97][O:98][P:99]([O:102][CH2:103][CH2:104][N+:105]([CH3:108])([CH3:107])[CH3:106])([O-:101])=[O:100])=[O:93], predict the reaction product. The product is: [CH3:23][CH2:24][CH2:25][CH2:26][CH2:27][CH2:28][CH2:29][CH2:30][CH2:31][CH2:32][CH2:33][CH2:34][CH2:35][CH2:36][CH2:37][CH2:38][CH2:39][C:40]([O:42][CH2:43][C@@H:44]([O:57][C:58]([CH2:60][CH2:61][CH2:62][CH2:63][CH2:64][CH2:65][CH2:66][CH2:67][CH2:68][CH2:69][CH2:70][CH2:71][CH2:72][CH2:73][CH2:74][CH2:75][CH3:76])=[O:59])[CH2:45][O:46][P:47]([O:50][CH2:51][CH2:52][N+:53]([CH3:55])([CH3:54])[CH3:56])([O-:49])=[O:48])=[O:41].[CH3:77][CH2:78][CH2:79][CH2:80][CH2:81][CH2:82][CH2:83][CH2:84][CH2:85][CH2:86][CH2:87][CH2:88][CH2:89][CH2:90][CH2:91][C:92]([O:94][CH2:95][C@@H:96]([O:109][C:110]([CH2:112][CH2:113][CH2:114][CH2:115][CH2:116][CH2:117][CH2:118][CH2:119][CH2:120][CH2:121][CH2:122][CH2:123][CH2:124][CH2:125][CH3:126])=[O:111])[CH2:97][O:98][P:99]([O:102][CH2:103][CH2:104][N+:105]([CH3:108])([CH3:107])[CH3:106])([O-:101])=[O:100])=[O:93]. (5) Given the reactants [CH3:1][N:2]=[C:3]=[S:4].[N:5]1([CH2:11][CH2:12][C:13]([NH:15][NH2:16])=O)[CH2:10][CH2:9][O:8][CH2:7][CH2:6]1, predict the reaction product. The product is: [CH3:1][N:2]1[C:13]([CH2:12][CH2:11][N:5]2[CH2:6][CH2:7][O:8][CH2:9][CH2:10]2)=[N:15][N:16]=[C:3]1[SH:4].